Dataset: Reaction yield outcomes from USPTO patents with 853,638 reactions. Task: Predict the reaction yield, written as a fraction of the theoretical maximum amount of product (1.0 means a 100% yield; for example, 0.34 means a 34% yield). (1) The catalyst is C([SiH](CC)CC)C. The reactants are [C:1]1([CH:7]([C:29]2[CH:34]=[CH:33][CH:32]=[CH:31][CH:30]=2)[N:8]2[C:16]3[C:11](=[CH:12][CH:13]=[CH:14][CH:15]=3)[C:10](O)([C:17]3[C:25]4[C:21](=[N:22][O:23][N:24]=4)[CH:20]=[CH:19][C:18]=3[OH:26])[C:9]2=[O:28])[CH:6]=[CH:5][CH:4]=[CH:3][CH:2]=1.FC(F)(F)C(O)=O. The yield is 0.520. The product is [C:1]1([CH:7]([C:29]2[CH:34]=[CH:33][CH:32]=[CH:31][CH:30]=2)[N:8]2[C:16]3[C:11](=[CH:12][CH:13]=[CH:14][CH:15]=3)[CH:10]([C:17]3[C:25]4[C:21](=[N:22][O:23][N:24]=4)[CH:20]=[CH:19][C:18]=3[OH:26])[C:9]2=[O:28])[CH:2]=[CH:3][CH:4]=[CH:5][CH:6]=1. (2) The reactants are [CH3:1][O:2][C:3]([C:5]1[CH:6]=[C:7]2[C:12](=[C:13]([C:15]3[N:16]([C:20]([O:22][C:23]([CH3:26])([CH3:25])[CH3:24])=[O:21])[CH:17]=[CH:18][CH:19]=3)[CH:14]=1)[O:11][C:10]([N:27]1[CH2:32][CH2:31][O:30][C@H:29]([CH3:33])[CH2:28]1)=[CH:9][C:8]2=[O:34])=[O:4]. The catalyst is CO.[Rh]. The product is [CH3:1][O:2][C:3]([C:5]1[CH:6]=[C:7]2[C:12](=[C:13]([CH:15]3[CH2:19][CH2:18][CH2:17][N:16]3[C:20]([O:22][C:23]([CH3:26])([CH3:24])[CH3:25])=[O:21])[CH:14]=1)[O:11][C:10]([N:27]1[CH2:32][CH2:31][O:30][C@H:29]([CH3:33])[CH2:28]1)=[CH:9][C:8]2=[O:34])=[O:4]. The yield is 0.590. (3) The reactants are [NH:1]1[CH2:6][CH2:5][S:4][CH2:3][CH2:2]1.[Br:7][C:8]1[CH:13]=[CH:12][C:11](Br)=[CH:10][CH:9]=1.C(O[K])(C)(C)C. The catalyst is C1(C)C=CC=CC=1.C1C=CC(/C=C/C(/C=C/C2C=CC=CC=2)=O)=CC=1.C1C=CC(/C=C/C(/C=C/C2C=CC=CC=2)=O)=CC=1.C1C=CC(/C=C/C(/C=C/C2C=CC=CC=2)=O)=CC=1.[Pd].[Pd].C1C=CC(P(C2C(C3C(P(C4C=CC=CC=4)C4C=CC=CC=4)=CC=C4C=3C=CC=C4)=C3C(C=CC=C3)=CC=2)C2C=CC=CC=2)=CC=1. The product is [Br:7][C:8]1[CH:13]=[CH:12][C:11]([N:1]2[CH2:6][CH2:5][S:4][CH2:3][CH2:2]2)=[CH:10][CH:9]=1. The yield is 0.810. (4) The catalyst is CC(OC)(C)C. The product is [C:9]([O:8][C:6]([NH:5][C@H:4]([C:3]([OH:25])=[O:2])[CH2:13][S:14][C:15]1[CH:20]=[CH:19][C:18]([C:21]([OH:23])=[O:22])=[CH:17][C:16]=1[NH2:24])=[O:7])([CH3:12])([CH3:10])[CH3:11]. The reactants are C[O:2][C:3](=[O:25])[C@H:4]([CH2:13][S:14][C:15]1[CH:20]=[CH:19][C:18]([C:21]([OH:23])=[O:22])=[CH:17][C:16]=1[NH2:24])[NH:5][C:6]([O:8][C:9]([CH3:12])([CH3:11])[CH3:10])=[O:7].[OH-].[Na+]. The yield is 0.934. (5) The reactants are O[CH2:2][CH2:3][CH2:4][CH2:5][NH:6][C:7]([C:9]1[CH:10]=[C:11]2[C:16](=[CH:17][CH:18]=1)[N:15]=[CH:14][CH:13]=[CH:12]2)=[O:8].C1(P(C2C=CC=CC=2)C2C=CC=CC=2)C=CC=CC=1.C(Br)(Br)(Br)[Br:39]. The catalyst is C(#N)C. The product is [Br:39][CH2:2][CH2:3][CH2:4][CH2:5][NH:6][C:7]([C:9]1[CH:10]=[C:11]2[C:16](=[CH:17][CH:18]=1)[N:15]=[CH:14][CH:13]=[CH:12]2)=[O:8]. The yield is 0.750. (6) The reactants are [Br:1][C:2]1[CH:3]=[C:4]2[C:11]3([C:15](=[O:16])[N:14]([CH3:17])[C:13](SC)=[N:12]3)[CH2:10][CH:9]([C:20]3[CH:25]=[CH:24][CH:23]=[C:22]([O:26][CH3:27])[CH:21]=3)[O:8][C:5]2=[CH:6][CH:7]=1.[NH4+:28].[I-].N.CCO. No catalyst specified. The product is [NH2:28][C:13]1[N:14]([CH3:17])[C:15](=[O:16])[C:11]2([C:4]3[C:5](=[CH:6][CH:7]=[C:2]([Br:1])[CH:3]=3)[O:8][CH:9]([C:20]3[CH:25]=[CH:24][CH:23]=[C:22]([O:26][CH3:27])[CH:21]=3)[CH2:10]2)[N:12]=1. The yield is 0.220. (7) The reactants are [CH3:1][C:2]1[S:6][C:5]([C:7](Cl)=[O:8])=[CH:4][CH:3]=1.[NH2:10][C:11]1[S:12][C:13]2[C:19]([N:20]3[CH2:25][CH2:24][O:23][CH2:22][CH2:21]3)=[CH:18][CH:17]=[C:16]([O:26][CH3:27])[C:14]=2[N:15]=1. No catalyst specified. The product is [CH3:27][O:26][C:16]1[C:14]2[N:15]=[C:11]([NH:10][C:7]([C:5]3[S:6][C:2]([CH3:1])=[CH:3][CH:4]=3)=[O:8])[S:12][C:13]=2[C:19]([N:20]2[CH2:25][CH2:24][O:23][CH2:22][CH2:21]2)=[CH:18][CH:17]=1. The yield is 0.970. (8) The reactants are [Cl:1][C:2]1[N:11]=[C:10](Cl)[C:9]2[C:4](=[CH:5][CH:6]=[C:7]([C:13]([F:16])([F:15])[F:14])[CH:8]=2)[N:3]=1.[NH2:17][CH2:18][C:19]1[CH:24]=[CH:23][C:22]([NH:25][C:26]([CH:28]2[CH2:33][CH2:32][N:31]([CH2:34][C:35]3[CH:40]=[CH:39][C:38]([F:41])=[CH:37][CH:36]=3)[CH2:30][CH2:29]2)=[O:27])=[CH:21][CH:20]=1. No catalyst specified. The product is [Cl:1][C:2]1[N:11]=[C:10]([NH:17][CH2:18][C:19]2[CH:24]=[CH:23][C:22]([NH:25][C:26]([CH:28]3[CH2:33][CH2:32][N:31]([CH2:34][C:35]4[CH:36]=[CH:37][C:38]([F:41])=[CH:39][CH:40]=4)[CH2:30][CH2:29]3)=[O:27])=[CH:21][CH:20]=2)[C:9]2[C:4](=[CH:5][CH:6]=[C:7]([C:13]([F:16])([F:15])[F:14])[CH:8]=2)[N:3]=1. The yield is 0.800.